This data is from Peptide-MHC class II binding affinity with 134,281 pairs from IEDB. The task is: Regression. Given a peptide amino acid sequence and an MHC pseudo amino acid sequence, predict their binding affinity value. This is MHC class II binding data. (1) The peptide sequence is RVYCDPCRAGFETNV. The MHC is HLA-DPA10103-DPB10301 with pseudo-sequence HLA-DPA10103-DPB10301. The binding affinity (normalized) is 0.181. (2) The peptide sequence is AAATAGTTVYGAFAA. The MHC is H-2-IEd with pseudo-sequence H-2-IEd. The binding affinity (normalized) is 0.316. (3) The peptide sequence is YPMEIRPRKTHESHL. The MHC is HLA-DQA10601-DQB10402 with pseudo-sequence HLA-DQA10601-DQB10402. The binding affinity (normalized) is 0.538. (4) The peptide sequence is NTSYRLISCNTSVI. The MHC is DRB3_0202 with pseudo-sequence DRB3_0202. The binding affinity (normalized) is 0.437. (5) The peptide sequence is IGLVTQTINDFYFVI. The MHC is DRB1_0404 with pseudo-sequence DRB1_0404. The binding affinity (normalized) is 0.294.